This data is from Forward reaction prediction with 1.9M reactions from USPTO patents (1976-2016). The task is: Predict the product of the given reaction. (1) Given the reactants [CH2:1]([NH:8][C:9]([C:11]1[S:12][CH:13]=[CH:14][C:15]=1[NH:16][C:17]1[C:18]2[CH:25]=[CH:24][NH:23][C:19]=2[N:20]=[CH:21][N:22]=1)=[O:10])C1C=CC=CC=1.[F:26][C:27]1[CH:35]=[CH:34][C:30]([CH2:31]CN)=[CH:29][CH:28]=1, predict the reaction product. The product is: [F:26][C:27]1[CH:35]=[CH:34][C:30]([CH2:31][CH2:1][NH:8][C:9]([C:11]2[S:12][CH:13]=[CH:14][C:15]=2[NH:16][C:17]2[C:18]3[CH:25]=[CH:24][NH:23][C:19]=3[N:20]=[CH:21][N:22]=2)=[O:10])=[CH:29][CH:28]=1. (2) Given the reactants [C:1]1(=O)[CH2:5][CH2:4][CH2:3][CH2:2]1.[NH:7]1[CH2:12][CH2:11][CH:10]([O:13][C:14]2[N:19]=[CH:18][C:17]([C:20]3[CH:25]=[CH:24][C:23]([C:26]#[N:27])=[CH:22][CH:21]=3)=[CH:16]N=2)[CH2:9][CH2:8]1.[CH3:28]O, predict the reaction product. The product is: [CH:1]1([N:7]2[CH2:8][CH2:9][CH:10]([O:13][C:14]3[CH:28]=[CH:16][C:17]([C:20]4[CH:25]=[CH:24][C:23]([C:26]#[N:27])=[CH:22][CH:21]=4)=[CH:18][N:19]=3)[CH2:11][CH2:12]2)[CH2:5][CH2:4][CH2:3][CH2:2]1. (3) Given the reactants [Cl:1][C:2]1[CH:7]=[CH:6][CH:5]=[CH:4][C:3]=1[C:8]1[O:12][N:11]=[CH:10][C:9]=1[C:13]([OH:15])=O.C(O)(=O)C(O)=O.[F:22][C:23]1[CH:28]=[CH:27][C:26]([CH:29]2[CH2:33][CH2:32][NH:31][CH2:30]2)=[CH:25][CH:24]=1, predict the reaction product. The product is: [Cl:1][C:2]1[CH:7]=[CH:6][CH:5]=[CH:4][C:3]=1[C:8]1[O:12][N:11]=[CH:10][C:9]=1[C:13]([N:31]1[CH2:32][CH2:33][CH:29]([C:26]2[CH:27]=[CH:28][C:23]([F:22])=[CH:24][CH:25]=2)[CH2:30]1)=[O:15].